From a dataset of Forward reaction prediction with 1.9M reactions from USPTO patents (1976-2016). Predict the product of the given reaction. Given the reactants [H-].[Na+].C1(C)C=CC=CC=1.[CH:10]1([OH:16])[CH2:15][CH2:14][CH2:13][CH2:12][CH2:11]1.Br[C:18]1[C:27]2[C:22](=[CH:23][CH:24]=[CH:25][CH:26]=2)[CH:21]=[CH:20][CH:19]=1, predict the reaction product. The product is: [CH:10]1([O:16][C:26]2[C:27]3[C:22](=[CH:21][CH:20]=[CH:19][CH:18]=3)[CH:23]=[CH:24][CH:25]=2)[CH2:15][CH2:14][CH2:13][CH2:12][CH2:11]1.